From a dataset of Experimentally validated miRNA-target interactions with 360,000+ pairs, plus equal number of negative samples. Binary Classification. Given a miRNA mature sequence and a target amino acid sequence, predict their likelihood of interaction. (1) The miRNA is hsa-miR-4747-3p with sequence AAGGCCCGGGCUUUCCUCCCAG. The protein sequence of the target gene is MSSYFVNPTFPGSLPSGQDSFLGQLPLYQAGYDALRPFPASYGASSLPDKTYTSPCFYQQSNSVLACNRASYEYGASCFYSDKDLSGASPSGSGKQRGPGDYLHFSPEQQYKPDSSSGQGKALHDEGADRKYTSPVYPWMQRMNSCAGAVYGSHGRRGRQTYTRYQTLELEKEFHFNRYLTRRRRIEIANALCLTERQIKIWFQNRRMKWKKENKLINSTQPSGEDSEAKAGE. Result: 0 (no interaction). (2) The miRNA is hsa-miR-518e-5p with sequence CUCUAGAGGGAAGCGCUUUCUG. The protein sequence of the target gene is MQQPQPQGQQQPGPGQQLGVQGAAPGAGGGPGGGPGPGPCLRRELKLLESIFHRGHERFRIASACLDELSCEFLLAGAGGAGAGAAPGPHLPSRGSVPGDPVRIHCNITESYPAVPPIWSVESDDPNLAAVLERLVDIKKGNTLLLQHLKRIISDLCKLYNLPQHPDVEMLDQPLPAEQCTQEEVSSEDEDEEMPEDTEDLDHYEMKEEEPAEGKKSEDDGIGKENLAILEKIKKNQRQDYLNGAVSGSVQATDRLMKELRDIYRSQSFKGGNYAVELVNDSLYDWNVKLLKVDQDSALH.... Result: 0 (no interaction). (3) The miRNA is hsa-miR-1247-3p with sequence CCCCGGGAACGUCGAGACUGGAGC. The protein sequence of the target gene is MLRFYLFISLLCLSRSDAEETCPSFTRLSFHSAVVGTGLNVRLMLYTRKNLTCAQTINSSAFGNLNVTKKTTFIVHGFRPTGSPPVWMDDLVKGLLSVEDMNVVVVDWNRGATTLIYTHASSKTRKVAMVLKEFIDQMLAEGASLDDIYMIGVSLGAHISGFVGEMYDGWLGRITGLDPAGPLFNGKPHQDRLDPSDAQFVDVIHSDTDALGYKEPLGNIDFYPNGGLDQPGCPKTILGGFQYFKCDHQRSVYLYLSSLRESCTITAYPCDSYQDYRNGKCVSCGTSQKESCPLLGYYAD.... Result: 1 (interaction). (4) The miRNA is hsa-miR-6812-5p with sequence AUGGGGUGAGAUGGGGAGGAGCAGC. The protein sequence of the target gene is MPVQAPQWTDFLSCPICTQTFDETIRKPISLGCGHTVCKMCLNKLHRKACPFDQTTINTDIELLPVNSALLQLVGAQVPEQQPITLCSGVEDTKHYEEAKKCVEELALYLKPLSSARGVGLNSTTQSVLSRPMQRKLVTLVHCQLVEEEGRIRAMRAARSLGERTVTELILQHQNPQQLSSNLWAAVRARGCQFLGPAMQEEALKLVLLALEDGSALSRKVLVLFVVQRLEPRFPQASKTSIGHVVQLLYRASCFKVTKRDEDSSLMQLKEEFRTYEALRREHDSQIVQIAMEAGLRIAP.... Result: 0 (no interaction). (5) The miRNA is hsa-miR-218-2-3p with sequence CAUGGUUCUGUCAAGCACCGCG. The protein sequence of the target gene is MLSASRRALQLLSSANPVRRMGDSASKVISAEEALPGRTEPIPVTAKHHVSGNRTVEPFPEGTQMAVFGMGCFWGAERKFWVLKGVYSTQVGFAGGHTRNPTYKEVCSEKTGHAEVVRVVYRPEHISFEELLKVFWENHDPTQGMRQGNDFGTQYRSAVYPTSAVQMEAALRSKEEYQKVLSKHNFGPITTDIREGQVFYYAEDYHQQYLSKNPDGYCGLGGTGVSCPMAIKK. Result: 0 (no interaction).